This data is from Reaction yield outcomes from USPTO patents with 853,638 reactions. The task is: Predict the reaction yield, written as a fraction of the theoretical maximum amount of product (1.0 means a 100% yield; for example, 0.34 means a 34% yield). The reactants are C(=[N:8][N:9]([CH:16]=[C:17]([C:27]#[N:28])[C:18]([O:20][CH2:21][CH2:22][Si:23]([CH3:26])([CH3:25])[CH3:24])=[O:19])[C:10]1[CH:15]=[CH:14][CH:13]=[CH:12][CH:11]=1)C1C=CC=CC=1.Cl. The catalyst is C(O)C. The product is [NH2:28][C:27]1[C:17]([C:18]([O:20][CH2:21][CH2:22][Si:23]([CH3:24])([CH3:25])[CH3:26])=[O:19])=[CH:16][N:9]([C:10]2[CH:11]=[CH:12][CH:13]=[CH:14][CH:15]=2)[N:8]=1. The yield is 0.470.